From a dataset of Full USPTO retrosynthesis dataset with 1.9M reactions from patents (1976-2016). Predict the reactants needed to synthesize the given product. (1) Given the product [Br:1][C:2]1[C:10]2[O:9][CH2:8][C:7]([CH3:11])([CH3:12])[C:6]=2[CH:5]=[C:4]([C:13]2[O:15][CH:29]=[CH:30][N:26]=2)[CH:3]=1, predict the reactants needed to synthesize it. The reactants are: [Br:1][C:2]1[C:10]2[O:9][CH2:8][C:7]([CH3:12])([CH3:11])[C:6]=2[CH:5]=[C:4]([C:13]([OH:15])=O)[CH:3]=1.S(Cl)(Cl)=O.C(=O)([O-])[O-].[K+].[K+].[NH:26]1[CH:30]=[CH:29]N=N1. (2) The reactants are: Br[C:2]1[CH:3]=[C:4]([CH:7]=[CH:8][CH:9]=1)[CH:5]=[O:6].C1(C)C=CC=CC=1.C([Sn](CCCC)(CCCC)[C:22]1[CH:27]=[CH:26][CH:25]=[CH:24][N:23]=1)CCC.[F-].[K+]. Given the product [N:23]1[CH:24]=[CH:25][CH:26]=[CH:27][C:22]=1[C:2]1[CH:3]=[C:4]([CH:7]=[CH:8][CH:9]=1)[CH:5]=[O:6], predict the reactants needed to synthesize it. (3) The reactants are: [C:1]([C:3]1[CH:4]=[C:5]2[C:9](=[CH:10][CH:11]=1)[NH:8][CH:7]=[CH:6]2)#[N:2].C([Mg]Br)C.[CH3:16][C:17]1([CH3:25])[C:19]([CH3:21])([CH3:20])[CH:18]1[C:22](Cl)=[O:23]. Given the product [CH3:16][C:17]1([CH3:25])[C:19]([CH3:21])([CH3:20])[CH:18]1[C:22]([C:6]1[C:5]2[C:9](=[CH:10][CH:11]=[C:3]([C:1]#[N:2])[CH:4]=2)[NH:8][CH:7]=1)=[O:23], predict the reactants needed to synthesize it. (4) The reactants are: [Br:1][C:2]1[CH:3]=[N:4][CH:5]=[C:6]([OH:8])[CH:7]=1.C(=O)([O-])[O-].[K+].[K+].[CH3:15][O:16][CH2:17][CH2:18]Br. Given the product [Br:1][C:2]1[CH:3]=[N:4][CH:5]=[C:6]([O:8][CH2:18][CH2:17][O:16][CH3:15])[CH:7]=1, predict the reactants needed to synthesize it. (5) Given the product [NH:25]1[C:26]2[C:31](=[CH:30][CH:29]=[CH:28][CH:27]=2)[C:23](/[CH:22]=[CH:21]/[C:20]2[CH:19]=[CH:18][C:14]([C:15]([OH:17])=[O:16])=[CH:13][C:12]=2[N:3]2[C:2](=[O:1])[C:10]3[C:5](=[CH:6][CH:7]=[CH:8][C:9]=3[N+:39]([O-:41])=[O:40])[C:4]2=[O:11])=[N:24]1, predict the reactants needed to synthesize it. The reactants are: [O:1]=[C:2]1[C:10]2[C:5](=[CH:6][CH:7]=[CH:8][CH:9]=2)[C:4](=[O:11])[N:3]1[C:12]1[CH:13]=[C:14]([CH:18]=[CH:19][C:20]=1[CH:21]=[CH:22][C:23]1[C:31]2[C:26](=[CH:27][CH:28]=[CH:29][CH:30]=2)[NH:25][N:24]=1)[C:15]([OH:17])=[O:16].C(N(CC)CC)C.[N+:39](C1C=CC=C2C(OC(=O)C=12)=O)([O-:41])=[O:40]. (6) Given the product [CH2:1]([CH:3]([C:6]1[C:7]2[N:8]([C:13]([C:21]3[N:20]=[CH:19][O:18][CH:22]=3)=[C:14]([CH3:16])[N:15]=2)[N:9]=[C:10]([CH3:12])[CH:11]=1)[CH2:4][CH3:5])[CH3:2], predict the reactants needed to synthesize it. The reactants are: [CH2:1]([CH:3]([C:6]1[C:7]2[N:8]([C:13](I)=[C:14]([CH3:16])[N:15]=2)[N:9]=[C:10]([CH3:12])[CH:11]=1)[CH2:4][CH3:5])[CH3:2].[O:18]1[CH:22]=[CH:21][N:20]=[CH:19]1.C1(P(C2C=CC=CC=2)C2C=CC=CC=2)C=CC=CC=1.C(=O)([O-])[O-].[Cs+].[Cs+]. (7) Given the product [Cl:34][C:30]1[CH:29]=[C:28]([CH:33]=[CH:32][CH:31]=1)[O:27][C:17]1[N:18]([CH2:22][CH2:23][CH:24]([CH3:25])[CH3:26])[C:19]2[C:20](=[O:21])[N:12]([CH2:11][CH2:10][CH2:9][OH:8])[C:13](=[O:36])[N:14]([CH3:35])[C:15]=2[N:16]=1, predict the reactants needed to synthesize it. The reactants are: [Si]([O:8][CH2:9][CH2:10][CH2:11][N:12]1[C:20](=[O:21])[C:19]2[N:18]([CH2:22][CH2:23][CH:24]([CH3:26])[CH3:25])[C:17]([O:27][C:28]3[CH:33]=[CH:32][CH:31]=[C:30]([Cl:34])[CH:29]=3)=[N:16][C:15]=2[N:14]([CH3:35])[C:13]1=[O:36])(C(C)(C)C)(C)C.Cl. (8) Given the product [ClH:25].[ClH:25].[Br:16][C:12]1[C:13]([F:15])=[CH:14][C:6]([NH:5][NH2:1])=[C:7]([CH:11]=1)[C:8]([OH:10])=[O:9], predict the reactants needed to synthesize it. The reactants are: [N:1]([O-])=O.[Na+].[NH2:5][C:6]1[CH:14]=[C:13]([F:15])[C:12]([Br:16])=[CH:11][C:7]=1[C:8]([OH:10])=[O:9].C(O)(C)C.C(=O)=O.[Sn](Cl)[Cl:25]. (9) The reactants are: N.CO.[CH2:4]([O:6][C:7](=[O:22])/[CH:8]=[C:9](/[N:17]1CCCC1)\[C@H:10]([CH3:16])[C@H:11]([CH3:15])/[CH:12]=[CH:13]/[CH3:14])[CH3:5]. Given the product [CH2:4]([O:6][C:7](=[O:22])/[CH:8]=[C:9](\[NH2:17])/[C@H:10]([CH3:16])[C@H:11]([CH3:15])/[CH:12]=[CH:13]/[CH3:14])[CH3:5], predict the reactants needed to synthesize it.